This data is from Catalyst prediction with 721,799 reactions and 888 catalyst types from USPTO. The task is: Predict which catalyst facilitates the given reaction. (1) Reactant: C[O:2][C:3](=O)[C:4]1[CH:9]=[C:8]([Cl:10])[CH:7]=[CH:6][C:5]=1[OH:11].O.[NH2:14][NH2:15].C(O)C. Product: [Cl:10][C:8]1[CH:9]=[C:4]([C:3]([NH:14][NH2:15])=[O:2])[C:5]([OH:11])=[CH:6][CH:7]=1. The catalyst class is: 81. (2) Reactant: [Br:1][C:2]1[CH:3]=[CH:4][C:5]2[N:6]([CH:8]=[C:9]([NH:11]C(=O)C(F)(F)F)[N:10]=2)[CH:7]=1.P([O-])([O-])([O-])=O.[K+].[K+].[K+]. Product: [Br:1][C:2]1[CH:3]=[CH:4][C:5]2[N:6]([CH:8]=[C:9]([NH2:11])[N:10]=2)[CH:7]=1. The catalyst class is: 57.